Task: Predict the product of the given reaction.. Dataset: Forward reaction prediction with 1.9M reactions from USPTO patents (1976-2016) (1) Given the reactants CC1(C)[O:6][C@@H:5]([CH2:7][O:8][NH:9][C:10]([C:12]2[CH:20]=[CH:19][C:15]3[CH:16]=[N:17][S:18][C:14]=3[C:13]=2[NH:21][C:22]2[CH:27]=[CH:26][C:25]([Br:28])=[CH:24][C:23]=2[F:29])=[O:11])[CH2:4][O:3]1.Cl, predict the reaction product. The product is: [OH:6][C@H:5]([CH2:4][OH:3])[CH2:7][O:8][NH:9][C:10]([C:12]1[CH:20]=[CH:19][C:15]2[CH:16]=[N:17][S:18][C:14]=2[C:13]=1[NH:21][C:22]1[CH:27]=[CH:26][C:25]([Br:28])=[CH:24][C:23]=1[F:29])=[O:11]. (2) Given the reactants CO[C:3]([C:5]1[C:6]([OH:24])=[C:7]2[C:12](=[CH:13][N:14]=1)[N:11]([CH2:15][C:16]1[CH:21]=[CH:20][CH:19]=[CH:18][CH:17]=1)[C:10](=[O:22])[C:9]([CH3:23])=[CH:8]2)=[O:4].[NH2:25][CH2:26][CH2:27][C:28]([OH:30])=[O:29].C[O-].[Na+], predict the reaction product. The product is: [CH2:15]([N:11]1[C:12]2[C:7](=[C:6]([OH:24])[C:5]([C:3]([NH:25][CH2:26][CH2:27][C:28]([OH:30])=[O:29])=[O:4])=[N:14][CH:13]=2)[CH:8]=[C:9]([CH3:23])[C:10]1=[O:22])[C:16]1[CH:21]=[CH:20][CH:19]=[CH:18][CH:17]=1. (3) Given the reactants [NH2:1][C:2]1[CH:10]=[CH:9][C:8]2[N:7]3[C:11](=[O:19])[O:12][C@@H:13]([CH2:14][NH:15][C:16](=[O:18])[CH3:17])[C@@H:6]3[CH2:5][C:4]=2[CH:3]=1.[N:20]1([CH2:29]O)[C:24]2[CH:25]=[CH:26][CH:27]=[CH:28][C:23]=2[N:22]=[N:21]1, predict the reaction product. The product is: [N:20]1([CH2:29][NH:1][C:2]2[CH:10]=[CH:9][C:8]3[N:7]4[C:11](=[O:19])[O:12][C@@H:13]([CH2:14][NH:15][C:16](=[O:18])[CH3:17])[C@@H:6]4[CH2:5][C:4]=3[CH:3]=2)[C:24]2[CH:25]=[CH:26][CH:27]=[CH:28][C:23]=2[N:22]=[N:21]1. (4) Given the reactants [Br:1][C:2]1[C:23]([Cl:24])=[CH:22][C:5](/[CH:6]=[CH:7]\[C:8]2[CH:13]=[CH:12][CH:11]=[CH:10][C:9]=2[NH:14][C:15](=[O:21])[O:16][C:17]([CH3:20])([CH3:19])[CH3:18])=[C:4]([CH2:25][OH:26])[CH:3]=1.C([O-])(O)=O.[Na+].CC(OI1(OC(C)=O)(OC(C)=O)OC(=O)C2C=CC=CC1=2)=O, predict the reaction product. The product is: [Br:1][C:2]1[C:23]([Cl:24])=[CH:22][C:5](/[CH:6]=[CH:7]\[C:8]2[CH:13]=[CH:12][CH:11]=[CH:10][C:9]=2[NH:14][C:15](=[O:21])[O:16][C:17]([CH3:19])([CH3:20])[CH3:18])=[C:4]([CH:25]=[O:26])[CH:3]=1.